From a dataset of Reaction yield outcomes from USPTO patents with 853,638 reactions. Predict the reaction yield, written as a fraction of the theoretical maximum amount of product (1.0 means a 100% yield; for example, 0.34 means a 34% yield). (1) The yield is 0.800. The catalyst is CN(C=O)C.CCOC(C)=O.Cl. The reactants are [Br:1][C:2]1[NH:6][C:5]2[CH:7]=[C:8]([C:10]([O:12][CH3:13])=[O:11])[S:9][C:4]=2[C:3]=1[CH:14]1[CH2:19][CH2:18][CH2:17][CH2:16][CH2:15]1.[H-].[Na+].Br[CH2:23][C:24]([O:26][C:27]([CH3:30])([CH3:29])[CH3:28])=[O:25]. The product is [Br:1][C:2]1[N:6]([CH2:23][C:24]([O:26][C:27]([CH3:30])([CH3:29])[CH3:28])=[O:25])[C:5]2[CH:7]=[C:8]([C:10]([O:12][CH3:13])=[O:11])[S:9][C:4]=2[C:3]=1[CH:14]1[CH2:19][CH2:18][CH2:17][CH2:16][CH2:15]1. (2) The reactants are Cl[C:2]1[CH:7]=[CH:6][N:5]2[CH:8]=[CH:9][N:10]=[C:4]2[CH:3]=1.[CH3:11][S:12]([C:15]1[CH:20]=[CH:19][C:18](B(O)O)=[CH:17][CH:16]=1)(=[O:14])=[O:13].C(=O)([O-])[O-].[Cs+].[Cs+].COCCOC. The catalyst is C1C=CC([P]([Pd]([P](C2C=CC=CC=2)(C2C=CC=CC=2)C2C=CC=CC=2)([P](C2C=CC=CC=2)(C2C=CC=CC=2)C2C=CC=CC=2)[P](C2C=CC=CC=2)(C2C=CC=CC=2)C2C=CC=CC=2)(C2C=CC=CC=2)C2C=CC=CC=2)=CC=1.CCO. The product is [CH3:11][S:12]([C:15]1[CH:20]=[CH:19][C:18]([C:2]2[CH:7]=[CH:6][N:5]3[CH:8]=[CH:9][N:10]=[C:4]3[CH:3]=2)=[CH:17][CH:16]=1)(=[O:14])=[O:13]. The yield is 0.850. (3) The reactants are [Cl:1][C:2]1[N:7]=[C:6]([C:8]2[CH:13]=[CH:12][C:11]([O:14]C)=[CH:10][CH:9]=2)[CH:5]=[CH:4][N:3]=1.B(Br)(Br)Br. The catalyst is ClCCl. The product is [Cl:1][C:2]1[N:7]=[C:6]([C:8]2[CH:13]=[CH:12][C:11]([OH:14])=[CH:10][CH:9]=2)[CH:5]=[CH:4][N:3]=1. The yield is 0.940. (4) The yield is 0.740. The product is [C:22]([CH2:6][CH2:7][CH2:8][CH:9]1[CH2:14][CH2:13][N:12]([C:15]([O:17][C:18]([CH3:21])([CH3:20])[CH3:19])=[O:16])[CH2:11][CH2:10]1)#[N:23]. The reactants are CS(O[CH2:6][CH2:7][CH2:8][CH:9]1[CH2:14][CH2:13][N:12]([C:15]([O:17][C:18]([CH3:21])([CH3:20])[CH3:19])=[O:16])[CH2:11][CH2:10]1)(=O)=O.[C-:22]#[N:23].[K+]. The catalyst is CN(C=O)C. (5) The reactants are Cl[C:2]1[N:12]=[CH:11][C:10]([F:13])=[CH:9][C:3]=1[C:4]([O:6][CH2:7][CH3:8])=[O:5].[F:14][C:15]1[CH:16]=[C:17]([OH:22])[CH:18]=[C:19]([F:21])[CH:20]=1. No catalyst specified. The product is [CH2:7]([O:6][C:4](=[O:5])[C:3]1[CH:9]=[C:10]([F:13])[CH:11]=[N:12][C:2]=1[O:22][C:17]1[CH:16]=[C:15]([F:14])[CH:20]=[C:19]([F:21])[CH:18]=1)[CH3:8]. The yield is 0.230. (6) The reactants are [N-:1]=[N+:2]=[N-:3].[Na+].[CH3:5][O:6][C:7]([C:9]1[CH:10]=[C:11]([C:22]2[CH:27]=[CH:26][C:25]([CH3:28])=[CH:24][CH:23]=2)[CH:12]=[C:13](/[N:15]=[C:16](\Cl)/[C:17]([F:20])([F:19])[F:18])[CH:14]=1)=[O:8]. The catalyst is C(#N)C. The product is [CH3:5][O:6][C:7]([C:9]1[CH:10]=[C:11]([C:22]2[CH:27]=[CH:26][C:25]([CH3:28])=[CH:24][CH:23]=2)[CH:12]=[C:13]([N:15]2[C:16]([C:17]([F:20])([F:19])[F:18])=[N:3][N:2]=[N:1]2)[CH:14]=1)=[O:8]. The yield is 0.990.